This data is from Peptide-MHC class II binding affinity with 134,281 pairs from IEDB. The task is: Regression. Given a peptide amino acid sequence and an MHC pseudo amino acid sequence, predict their binding affinity value. This is MHC class II binding data. The peptide sequence is VCGVSAARLTPCGTG. The MHC is DRB1_1101 with pseudo-sequence DRB1_1101. The binding affinity (normalized) is 0.283.